Task: Predict the reaction yield, written as a fraction of the theoretical maximum amount of product (1.0 means a 100% yield; for example, 0.34 means a 34% yield).. Dataset: Reaction yield outcomes from USPTO patents with 853,638 reactions (1) The reactants are [C:1](OC(=O)C)(=[O:3])[CH3:2].[Br:8][C:9]1[C:17]2[O:16][C:15]([C:18]3[CH:23]=[CH:22][C:21]([OH:24])=[C:20]([F:25])[CH:19]=3)=[N:14][C:13]=2[CH:12]=[C:11]([OH:26])[CH:10]=1.[O:27]1CCO[CH2:29][CH2:28]1. The catalyst is CN(C)C1C=CN=CC=1.O. The product is [C:1]([O:24][C:21]1[CH:22]=[CH:23][C:18]([C:15]2[O:16][C:17]3[C:9]([Br:8])=[CH:10][C:11]([O:26][C:28](=[O:27])[CH3:29])=[CH:12][C:13]=3[N:14]=2)=[CH:19][C:20]=1[F:25])(=[O:3])[CH3:2]. The yield is 0.560. (2) The yield is 0.630. The reactants are [Cl:1][C:2]1[CH:3]=[C:4]([O:13][CH3:14])[C:5]([O:11][CH3:12])=[C:6]([CH:8]([OH:10])[CH3:9])[CH:7]=1.CC(C)=O.OS(O)(=O)=O.O=[Cr](=O)=O. The product is [Cl:1][C:2]1[CH:3]=[C:4]([O:13][CH3:14])[C:5]([O:11][CH3:12])=[C:6]([C:8](=[O:10])[CH3:9])[CH:7]=1. The catalyst is CC(C)=O.